From a dataset of Forward reaction prediction with 1.9M reactions from USPTO patents (1976-2016). Predict the product of the given reaction. (1) Given the reactants Br[C:2]1[CH:7]=[CH:6][C:5]([S:8]([N:11]2[CH2:16][CH2:15][N:14]([CH2:17][CH3:18])[CH2:13][CH2:12]2)(=[O:10])=[O:9])=[CH:4][CH:3]=1.[B:19]1([B:19]2[O:23][C:22]([CH3:25])([CH3:24])[C:21]([CH3:27])([CH3:26])[O:20]2)[O:23][C:22]([CH3:25])([CH3:24])[C:21]([CH3:27])([CH3:26])[O:20]1.C(Cl)Cl.C([O-])(=O)C.[K+], predict the reaction product. The product is: [CH2:17]([N:14]1[CH2:15][CH2:16][N:11]([S:8]([C:5]2[CH:6]=[CH:7][C:2]([B:19]3[O:23][C:22]([CH3:25])([CH3:24])[C:21]([CH3:27])([CH3:26])[O:20]3)=[CH:3][CH:4]=2)(=[O:10])=[O:9])[CH2:12][CH2:13]1)[CH3:18]. (2) Given the reactants [CH3:1][O:2][C:3]1[CH:4]=[CH:5][C:6]([O:9][C:10]2[CH:15]=[C:14]([CH3:16])[C:13]([C:17]3[N:18]=[C:19]([NH2:22])[S:20][CH:21]=3)=[C:12]([CH3:23])[CH:11]=2)=[N:7][CH:8]=1.C(N(CC)CC)C.Cl.[C:32](Cl)(=[O:39])[C:33]1[CH:38]=[CH:37][N:36]=[CH:35][CH:34]=1, predict the reaction product. The product is: [CH3:1][O:2][C:3]1[CH:4]=[CH:5][C:6]([O:9][C:10]2[CH:15]=[C:14]([CH3:16])[C:13]([C:17]3[N:18]=[C:19]([NH:22][C:32](=[O:39])[C:33]4[CH:38]=[CH:37][N:36]=[CH:35][CH:34]=4)[S:20][CH:21]=3)=[C:12]([CH3:23])[CH:11]=2)=[N:7][CH:8]=1. (3) Given the reactants [Br:1][C:2]1[CH:10]=[CH:9][C:5]([C:6]([OH:8])=[O:7])=[CH:4][CH:3]=1.[CH:11](O)([CH3:13])[CH3:12], predict the reaction product. The product is: [Br:1][C:2]1[CH:10]=[CH:9][C:5]([C:6]([O:8][CH:11]([CH3:13])[CH3:12])=[O:7])=[CH:4][CH:3]=1. (4) Given the reactants Cl.C([O:4][CH:5](OCC)[CH2:6][O:7][C:8]1[CH:13]=[CH:12][C:11]([CH2:14][CH2:15][OH:16])=[C:10]([F:17])[C:9]=1[F:18])C, predict the reaction product. The product is: [F:18][C:9]1[C:10]([F:17])=[C:11]([CH2:14][CH2:15][OH:16])[CH:12]=[CH:13][C:8]=1[O:7][CH2:6][CH:5]=[O:4]. (5) Given the reactants [C:1]([CH2:4][C:5]1([C:14]([OH:16])=[O:15])[CH2:13][C:12]2[C:7](=[CH:8][CH:9]=[CH:10][CH:11]=2)[CH2:6]1)([OH:3])=O, predict the reaction product. The product is: [CH2:13]1[C:12]2[C:7](=[CH:8][CH:9]=[CH:10][CH:11]=2)[CH2:6][C:5]21[CH2:4][C:1](=[O:3])[O:16][C:14]2=[O:15]. (6) Given the reactants [CH2:1]([O:3][C:4](=[O:18])/[C:5](/[OH:17])=[CH:6]/[C:7]1[C:12]([N+:13]([O-:15])=[O:14])=[CH:11][N:10]=[C:9](Cl)[CH:8]=1)[CH3:2].[CH:19]1([N:24]2[CH2:29][CH2:28][NH:27][CH2:26][CH2:25]2)[CH2:23][CH2:22][CH2:21][CH2:20]1, predict the reaction product. The product is: [CH2:1]([O:3][C:4](=[O:18])/[C:5](/[OH:17])=[CH:6]/[C:7]1[C:12]([N+:13]([O-:15])=[O:14])=[CH:11][N:10]=[C:9]([N:27]2[CH2:28][CH2:29][N:24]([CH:19]3[CH2:23][CH2:22][CH2:21][CH2:20]3)[CH2:25][CH2:26]2)[CH:8]=1)[CH3:2]. (7) Given the reactants [C:1]1([CH2:7][CH2:8][CH2:9][C:10]#[CH:11])[CH:6]=[CH:5][CH:4]=[CH:3][CH:2]=1.Br[C:13]1[CH:14]=[C:15]([CH:18]=[O:19])[S:16][CH:17]=1, predict the reaction product. The product is: [C:1]1([CH2:7][CH2:8][CH2:9][C:10]#[C:11][C:13]2[CH:14]=[C:15]([CH:18]=[O:19])[S:16][CH:17]=2)[CH:6]=[CH:5][CH:4]=[CH:3][CH:2]=1. (8) Given the reactants [CH2:1]([O:3][C:4]1[N:9]=[CH:8][C:7](B(O)O)=[CH:6][CH:5]=1)[CH3:2].Br[C:14]1[CH:23]=[CH:22][C:21]2[N:20]=[CH:19][C:18]3[N:24]([CH3:36])[C:25](=[O:35])[N:26]([C:27]4[C:28]([O:33][CH3:34])=[N:29][CH:30]=[CH:31][CH:32]=4)[C:17]=3[C:16]=2[CH:15]=1, predict the reaction product. The product is: [CH2:1]([O:3][C:4]1[N:9]=[CH:8][C:7]([C:14]2[CH:23]=[CH:22][C:21]3[N:20]=[CH:19][C:18]4[N:24]([CH3:36])[C:25](=[O:35])[N:26]([C:27]5[C:28]([O:33][CH3:34])=[N:29][CH:30]=[CH:31][CH:32]=5)[C:17]=4[C:16]=3[CH:15]=2)=[CH:6][CH:5]=1)[CH3:2]. (9) Given the reactants [F:1][C:2]1[CH:7]=[CH:6][C:5]([N:8]2[C:16]3[C:11](=[CH:12][C:13]([CH:17]([C:23]4[CH:28]=[CH:27][CH:26]=[CH:25][CH:24]=4)[C:18]([CH3:22])([CH3:21])[CH:19]=[O:20])=[CH:14][CH:15]=3)[CH:10]=[N:9]2)=[CH:4][CH:3]=1.C[Si](C)(C)[C:31]([F:34])([F:33])[F:32].[F-].C([N+](CCCC)(CCCC)CCCC)CCC, predict the reaction product. The product is: [F:32][C:31]([F:34])([F:33])[CH:19]([OH:20])[C:18]([CH3:22])([CH3:21])[CH:17]([C:13]1[CH:12]=[C:11]2[C:16](=[CH:15][CH:14]=1)[N:8]([C:5]1[CH:4]=[CH:3][C:2]([F:1])=[CH:7][CH:6]=1)[N:9]=[CH:10]2)[C:23]1[CH:24]=[CH:25][CH:26]=[CH:27][CH:28]=1.